Dataset: Full USPTO retrosynthesis dataset with 1.9M reactions from patents (1976-2016). Task: Predict the reactants needed to synthesize the given product. (1) Given the product [C:47]([O:46][CH:23]([C:20]1[CH:21]=[N:22][C:17]([O:16][CH2:15][C:11]2[CH:10]=[C:9]([C:3]3[C:4]([CH3:8])=[CH:5][CH:6]=[CH:7][C:2]=3[CH3:1])[CH:14]=[CH:13][CH:12]=2)=[CH:18][CH:19]=1)[CH2:24][CH2:25][O:26][C:27]([C:34]1[CH:35]=[CH:36][CH:37]=[CH:38][CH:39]=1)([C:40]1[CH:41]=[CH:42][CH:43]=[CH:44][CH:45]=1)[C:28]1[CH:29]=[CH:30][CH:31]=[CH:32][CH:33]=1)(=[O:49])[CH3:48], predict the reactants needed to synthesize it. The reactants are: [CH3:1][C:2]1[CH:7]=[CH:6][CH:5]=[C:4]([CH3:8])[C:3]=1[C:9]1[CH:14]=[CH:13][CH:12]=[C:11]([CH2:15][O:16][C:17]2[N:22]=[CH:21][C:20]([CH:23]([OH:46])[CH2:24][CH2:25][O:26][C:27]([C:40]3[CH:45]=[CH:44][CH:43]=[CH:42][CH:41]=3)([C:34]3[CH:39]=[CH:38][CH:37]=[CH:36][CH:35]=3)[C:28]3[CH:33]=[CH:32][CH:31]=[CH:30][CH:29]=3)=[CH:19][CH:18]=2)[CH:10]=1.[C:47](OC(=O)C)(=[O:49])[CH3:48].[Cl-].C(=O)(O)O.[Na+]. (2) Given the product [OH:11][CH2:12][CH2:13][O:42][C:41]([C:39]1[S:40][C:36]([CH2:35][CH2:34][CH2:33][C@H:28]2[CH2:29][CH2:30][C:31](=[O:32])[N:27]2[C:24]2[CH:23]=[CH:22][C:21]([CH:15]([OH:14])[CH2:16][CH2:17][CH2:18][CH2:19][CH3:20])=[CH:26][CH:25]=2)=[CH:37][CH:38]=1)=[O:43], predict the reactants needed to synthesize it. The reactants are: C(N(CC)CC)C.ClC([O:11][CH2:12][CH3:13])=O.[OH:14][CH:15]([C:21]1[CH:26]=[CH:25][C:24]([N:27]2[C:31](=[O:32])[CH2:30][CH2:29][C@@H:28]2[CH2:33][CH2:34][CH2:35][C:36]2[S:40][C:39]([C:41]([OH:43])=[O:42])=[CH:38][CH:37]=2)=[CH:23][CH:22]=1)[CH2:16][CH2:17][CH2:18][CH2:19][CH3:20].C(O)CO.